Dataset: Forward reaction prediction with 1.9M reactions from USPTO patents (1976-2016). Task: Predict the product of the given reaction. (1) Given the reactants [CH3:1][C:2]1[C:3](=[O:15])[NH:4][CH:5]=[C:6]([CH:8]2[CH2:13][CH2:12][C:11](=O)[CH2:10][CH2:9]2)[CH:7]=1.[NH:16]1[CH2:19][CH:18]([NH:20][C:21]([CH2:23][NH:24][C:25](=[O:36])[C:26]2[CH:31]=[CH:30][CH:29]=[C:28]([C:32]([F:35])([F:34])[F:33])[CH:27]=2)=[O:22])[CH2:17]1, predict the reaction product. The product is: [CH3:1][C:2]1[C:3](=[O:15])[NH:4][CH:5]=[C:6]([CH:8]2[CH2:13][CH2:12][CH:11]([N:16]3[CH2:19][CH:18]([NH:20][C:21]([CH2:23][NH:24][C:25](=[O:36])[C:26]4[CH:31]=[CH:30][CH:29]=[C:28]([C:32]([F:35])([F:33])[F:34])[CH:27]=4)=[O:22])[CH2:17]3)[CH2:10][CH2:9]2)[CH:7]=1. (2) Given the reactants [OH:1][C:2]([CH3:8])([CH3:7])[CH2:3][C:4]([OH:6])=O.[F:9][C:10]1[CH:15]=[CH:14][CH:13]=[CH:12][C:11]=1[N:16]1[C:24]2[C:19](=[C:20]([N:25]3[CH2:32][C@@H:31]4[C@@H:27]([NH:28][CH2:29][CH2:30]4)[C:26]3=[O:33])[CH:21]=[CH:22][CH:23]=2)[CH:18]=[N:17]1.C(N(CC)CC)C.F[P-](F)(F)(F)(F)F.CN(C(N1C2C(=NC=CC=2)[N+]([O-])=N1)=[N+](C)C)C, predict the reaction product. The product is: [F:9][C:10]1[CH:15]=[CH:14][CH:13]=[CH:12][C:11]=1[N:16]1[C:24]2[C:19](=[C:20]([N:25]3[CH2:32][C@@H:31]4[C@@H:27]([N:28]([C:4](=[O:6])[CH2:3][C:2]([OH:1])([CH3:8])[CH3:7])[CH2:29][CH2:30]4)[C:26]3=[O:33])[CH:21]=[CH:22][CH:23]=2)[CH:18]=[N:17]1. (3) Given the reactants [OH:1][CH2:2][CH2:3][NH:4][C:5](=[O:16])[CH2:6][C:7]1[CH:12]=[CH:11][C:10]([N+:13]([O-])=O)=[CH:9][CH:8]=1, predict the reaction product. The product is: [NH2:13][C:10]1[CH:9]=[CH:8][C:7]([CH2:6][C:5]([NH:4][CH2:3][CH2:2][OH:1])=[O:16])=[CH:12][CH:11]=1. (4) Given the reactants NC[C@@H](N[C:24](=[O:36])[C:25]1C=C[C:28]([O:31][CH:32](C)C)=[C:27](Cl)[CH:26]=1)CC1C=CC(C2N=C3C(C(O)C)=CC=CN3C=2)=CC=1.CCN=C=N[CH2:42][CH2:43][CH2:44][N:45](C)C.C(N(CC)[CH:52]([CH3:54])[CH3:53])(C)C.CN(C)CC(O)=[O:61], predict the reaction product. The product is: [C:44]([C:43]1[CH:42]=[C:27]([CH:26]=[CH:25][C:24]=1[O:36][CH:52]([CH3:53])[CH3:54])[C:28]([O:31][CH3:32])=[O:61])#[N:45].